This data is from NCI-60 drug combinations with 297,098 pairs across 59 cell lines. The task is: Regression. Given two drug SMILES strings and cell line genomic features, predict the synergy score measuring deviation from expected non-interaction effect. (1) Drug 1: CC1C(C(CC(O1)OC2CC(CC3=C2C(=C4C(=C3O)C(=O)C5=C(C4=O)C(=CC=C5)OC)O)(C(=O)C)O)N)O.Cl. Drug 2: CC1=CC2C(CCC3(C2CCC3(C(=O)C)OC(=O)C)C)C4(C1=CC(=O)CC4)C. Cell line: NCI/ADR-RES. Synergy scores: CSS=2.51, Synergy_ZIP=0.213, Synergy_Bliss=1.94, Synergy_Loewe=0.266, Synergy_HSA=0.400. (2) Drug 1: C1=CC(=CC=C1CCCC(=O)O)N(CCCl)CCCl. Drug 2: C(CC(=O)O)C(=O)CN.Cl. Cell line: NCI-H460. Synergy scores: CSS=17.4, Synergy_ZIP=-2.45, Synergy_Bliss=-2.95, Synergy_Loewe=-8.98, Synergy_HSA=-2.11. (3) Drug 1: C1CCC(C1)C(CC#N)N2C=C(C=N2)C3=C4C=CNC4=NC=N3. Drug 2: CC1OCC2C(O1)C(C(C(O2)OC3C4COC(=O)C4C(C5=CC6=C(C=C35)OCO6)C7=CC(=C(C(=C7)OC)O)OC)O)O. Cell line: UACC62. Synergy scores: CSS=31.0, Synergy_ZIP=3.97, Synergy_Bliss=7.85, Synergy_Loewe=-19.1, Synergy_HSA=-0.0316. (4) Drug 1: CN1C(=O)N2C=NC(=C2N=N1)C(=O)N. Drug 2: CC1=C(C(=CC=C1)Cl)NC(=O)C2=CN=C(S2)NC3=CC(=NC(=N3)C)N4CCN(CC4)CCO. Cell line: HS 578T. Synergy scores: CSS=8.84, Synergy_ZIP=-2.12, Synergy_Bliss=-1.27, Synergy_Loewe=-4.30, Synergy_HSA=-0.516. (5) Drug 1: CC1OCC2C(O1)C(C(C(O2)OC3C4COC(=O)C4C(C5=CC6=C(C=C35)OCO6)C7=CC(=C(C(=C7)OC)O)OC)O)O. Drug 2: CC12CCC3C(C1CCC2OP(=O)(O)O)CCC4=C3C=CC(=C4)OC(=O)N(CCCl)CCCl.[Na+]. Cell line: NCI/ADR-RES. Synergy scores: CSS=-3.13, Synergy_ZIP=0.240, Synergy_Bliss=-2.30, Synergy_Loewe=-2.75, Synergy_HSA=-3.11. (6) Drug 1: C1=NC2=C(N1)C(=S)N=C(N2)N. Drug 2: C(=O)(N)NO. Cell line: CAKI-1. Synergy scores: CSS=45.0, Synergy_ZIP=-6.67, Synergy_Bliss=-4.70, Synergy_Loewe=-6.53, Synergy_HSA=-0.483. (7) Drug 1: C1CCC(C1)C(CC#N)N2C=C(C=N2)C3=C4C=CNC4=NC=N3. Drug 2: C1CN(P(=O)(OC1)NCCCl)CCCl. Cell line: NCI/ADR-RES. Synergy scores: CSS=-2.18, Synergy_ZIP=0.441, Synergy_Bliss=-2.52, Synergy_Loewe=-4.43, Synergy_HSA=-4.18.